From a dataset of Forward reaction prediction with 1.9M reactions from USPTO patents (1976-2016). Predict the product of the given reaction. (1) The product is: [OH:35][C:36]([CH3:51])([CH3:50])[CH2:37][O:38][N:39]1[C:44]([CH3:46])([CH3:45])[CH2:43][CH:1]([O:2][C:3]([C:5]2[CH:34]=[CH:33][C:8]3=[N:9][N:10]([C:12]4[CH:17]=[C:16]([C:18]([CH3:21])([CH3:20])[CH3:19])[CH:15]=[C:14]([C:22]([CH3:31])([CH3:30])[C:23]5[CH:24]=[CH:25][C:26]([Cl:29])=[CH:27][CH:28]=5)[C:13]=4[OH:32])[N:11]=[C:7]3[CH:6]=2)=[O:4])[CH2:41][C:40]1([CH3:49])[CH3:48]. Given the reactants [CH3:1][O:2][C:3]([C:5]1[CH:34]=[CH:33][C:8]2=[N:9][N:10]([C:12]3[CH:17]=[C:16]([C:18]([CH3:21])([CH3:20])[CH3:19])[CH:15]=[C:14]([C:22]([CH3:31])([CH3:30])[C:23]4[CH:28]=[CH:27][C:26]([Cl:29])=[CH:25][CH:24]=4)[C:13]=3[OH:32])[N:11]=[C:7]2[CH:6]=1)=[O:4].[OH:35][C:36]([CH3:51])([CH3:50])[CH2:37][O:38][N:39]1[C:44]([CH3:46])([CH3:45])[CH2:43]C(O)[CH2:41][C:40]1([CH3:49])[CH3:48], predict the reaction product. (2) Given the reactants [Cl:1][C:2]1[CH:3]=[CH:4][C:5]([F:32])=[C:6]([NH:8][C:9]2[CH:14]=[C:13]([NH:15][CH:16]3[CH2:18][CH2:17]3)[N:12]3[N:19]=[CH:20][C:21](/[CH:22]=[C:23]4/[C:24](=[O:31])[N:25]([CH2:29][OH:30])[C:26](=[O:28])[NH:27]/4)=[C:11]3[N:10]=2)[CH:7]=1.[NH:33](C(OC(C)(C)C)=O)[CH2:34][C:35](O)=[O:36].C1(N=C=NC2CCCCC2)CCCCC1, predict the reaction product. The product is: [ClH:1].[NH2:33][CH2:34][C:35]([O:30][CH2:29][N:25]1[C:24](=[O:31])/[C:23](=[CH:22]/[C:21]2[CH:20]=[N:19][N:12]3[C:13]([NH:15][CH:16]4[CH2:17][CH2:18]4)=[CH:14][C:9]([NH:8][C:6]4[CH:7]=[C:2]([Cl:1])[CH:3]=[CH:4][C:5]=4[F:32])=[N:10][C:11]=23)/[NH:27][C:26]1=[O:28])=[O:36].